Dataset: Catalyst prediction with 721,799 reactions and 888 catalyst types from USPTO. Task: Predict which catalyst facilitates the given reaction. (1) Reactant: [F:1][C:2]([F:17])([F:16])[C:3]1[CH:8]=[CH:7][C:6]([C:9]2[CH:13]=[C:12]([CH:14]=O)[NH:11][N:10]=2)=[CH:5][CH:4]=1.[Br-].[CH2:19]([P+](C1C=CC=CC=1)(C1C=CC=CC=1)C1C=CC=CC=1)[C:20]1[CH:25]=[CH:24][CH:23]=[CH:22][CH:21]=1.C(=O)([O-])[O-].[K+].[K+].O. Product: [C:20]1(/[CH:19]=[CH:14]/[C:12]2[NH:11][N:10]=[C:9]([C:6]3[CH:7]=[CH:8][C:3]([C:2]([F:17])([F:16])[F:1])=[CH:4][CH:5]=3)[CH:13]=2)[CH:25]=[CH:24][CH:23]=[CH:22][CH:21]=1. The catalyst class is: 9. (2) Reactant: C(OC(=O)[NH:7][C:8]1[CH:13]=[C:12]([Cl:14])[C:11]([C:15]([F:18])([F:17])[F:16])=[CH:10][C:9]=1[NH:19][C:20](=[O:36])[CH2:21][C:22](=O)[C:23]1[CH:28]=[CH:27][CH:26]=[C:25]([C:29]2[CH:30]=[N:31][CH:32]=[CH:33][CH:34]=2)[CH:24]=1)(C)(C)C.C(O)(C(F)(F)F)=O. Product: [Cl:14][C:12]1[C:11]([C:15]([F:18])([F:17])[F:16])=[CH:10][C:9]2[NH:19][C:20](=[O:36])[CH2:21][C:22]([C:23]3[CH:28]=[CH:27][CH:26]=[C:25]([C:29]4[CH:30]=[N:31][CH:32]=[CH:33][CH:34]=4)[CH:24]=3)=[N:7][C:8]=2[CH:13]=1. The catalyst class is: 2. (3) Reactant: FC(F)(F)C(O)=O.[NH2:8][C:9]([C:11]1[CH:16]=[CH:15][C:14]([NH:17][C:18]([CH:20]2[CH2:25][CH2:24][CH:23]([NH:26]C(=O)OC(C)(C)C)[CH2:22][CH2:21]2)=[O:19])=[CH:13][CH:12]=1)=[O:10]. Product: [NH2:26][CH:23]1[CH2:24][CH2:25][CH:20]([C:18]([NH:17][C:14]2[CH:13]=[CH:12][C:11]([C:9]([NH2:8])=[O:10])=[CH:16][CH:15]=2)=[O:19])[CH2:21][CH2:22]1. The catalyst class is: 2. (4) Reactant: [C:1]([NH:4][NH:5][C:6]([C@:8]1([CH3:22])[CH2:12][O:11][C:10]([CH3:14])([CH3:13])[N:9]1[C:15]([O:17][C:18]([CH3:21])([CH3:20])[CH3:19])=[O:16])=O)(=O)[CH3:2].COC1C=CC(P2(=S)SP(=S)(C3C=CC(OC)=CC=3)[S:32]2)=CC=1. Product: [CH3:13][C:10]1([CH3:14])[N:9]([C:15]([O:17][C:18]([CH3:21])([CH3:20])[CH3:19])=[O:16])[C@:8]([CH3:22])([C:6]2[S:32][C:1]([CH3:2])=[N:4][N:5]=2)[CH2:12][O:11]1. The catalyst class is: 11. (5) Reactant: [Cl:1][CH2:2][CH2:3][CH2:4][CH2:5][CH2:6][CH2:7][OH:8].C1(C)C=CC(S(O)(=O)=O)=CC=1.[O:20]1[CH:25]=[CH:24][CH2:23][CH2:22][CH2:21]1. Product: [Cl:1][CH2:2][CH2:3][CH2:4][CH2:5][CH2:6][CH2:7][O:8][CH:21]1[CH2:22][CH2:23][CH2:24][CH2:25][O:20]1. The catalyst class is: 28. (6) Reactant: [Br:1][C:2]1[C:11]2[S:12][C:13]([CH3:16])=[C:14]([CH3:15])[C:10]=2[C:9]([C:17]2[CH:22]=[CH:21][C:20]([OH:23])=[C:19]([N+:24]([O-])=O)[CH:18]=2)=[C:8]2[C:3]=1[CH:4]=[CH:5][CH:6]=[CH:7]2.NN.C(O)C. Product: [NH2:24][C:19]1[CH:18]=[C:17]([C:9]2[C:10]3[C:14]([CH3:15])=[C:13]([CH3:16])[S:12][C:11]=3[C:2]([Br:1])=[C:3]3[C:8]=2[CH:7]=[CH:6][CH:5]=[CH:4]3)[CH:22]=[CH:21][C:20]=1[OH:23]. The catalyst class is: 6.